Regression. Given a peptide amino acid sequence and an MHC pseudo amino acid sequence, predict their binding affinity value. This is MHC class I binding data. From a dataset of Peptide-MHC class I binding affinity with 185,985 pairs from IEDB/IMGT. (1) The peptide sequence is ALAVLSKCY. The MHC is HLA-A01:01 with pseudo-sequence HLA-A01:01. The binding affinity (normalized) is 0.213. (2) The peptide sequence is KINRSKTPY. The MHC is HLA-B15:01 with pseudo-sequence HLA-B15:01. The binding affinity (normalized) is 0.457. (3) The peptide sequence is ANFPGLAKV. The MHC is Mamu-B8301 with pseudo-sequence Mamu-B8301. The binding affinity (normalized) is 0.445. (4) The peptide sequence is SVANIDRIK. The MHC is HLA-A11:01 with pseudo-sequence HLA-A11:01. The binding affinity (normalized) is 0.834.